Binary Classification. Given a drug SMILES string, predict its activity (active/inactive) in a high-throughput screening assay against a specified biological target. From a dataset of KCNQ2 potassium channel screen with 302,405 compounds. (1) The drug is S(=O)(=O)(NCC)c1ccc(CCC(=O)NCc2ncccc2)cc1. The result is 0 (inactive). (2) The compound is O1c2cc(n3n(O)\c(=N/CCC=4CCCCC4)c(n3)[N+]([O-])=O)ccc2OCC1. The result is 0 (inactive). (3) The compound is O=c1n(c2c(n1C)cccc2)CCC(O)=O. The result is 0 (inactive). (4) The compound is n1(c2cc(N)ccc2)cccc1. The result is 0 (inactive). (5) The drug is Clc1c([nH]c(nc1=S)c1ncccc1)C. The result is 1 (active). (6) The molecule is Fc1c(CN2CC(NC(=O)c3c(OC)c(OC)c(OC)cc3)CCC2)cccc1. The result is 0 (inactive). (7) The molecule is Clc1ccc(NC(=O)COC(=O)c2cc(NC(=O)C)ccc2)nc1. The result is 0 (inactive). (8) The drug is Fc1c(Oc2ccc(NC(=O)C3N(CCCC3)C(=O)CCC(=O)N(C)C)cc2)cccc1. The result is 0 (inactive). (9) The drug is O(c1c(N2CCN(C3CCCN(C3)Cc3c(OCCO)cccc3)CC2)cccc1)C. The result is 0 (inactive).